From a dataset of Catalyst prediction with 721,799 reactions and 888 catalyst types from USPTO. Predict which catalyst facilitates the given reaction. (1) Reactant: [CH2:1]([O:6][C:7]1[CH:8]=[C:9]([CH:24]=[CH:25][CH:26]=1)[CH2:10][CH:11]1[CH:15]([C:16]2[CH:21]=[CH:20][CH:19]=[C:18]([Cl:22])[CH:17]=2)[O:14]C(=O)[NH:12]1)[C:2]([CH3:5])([CH3:4])[CH3:3].[OH-].[Na+]. Product: [NH2:12][CH:11]([CH2:10][C:9]1[CH:24]=[CH:25][CH:26]=[C:7]([O:6][CH2:1][C:2]([CH3:5])([CH3:4])[CH3:3])[CH:8]=1)[CH:15]([C:16]1[CH:21]=[CH:20][CH:19]=[C:18]([Cl:22])[CH:17]=1)[OH:14]. The catalyst class is: 40. (2) Product: [Br:19][C:3]1[C:4]2[C:9](=[CH:8][CH:7]=[CH:6][CH:5]=2)[NH:1][C:2]=1[C:10]([N:12]1[CH2:13][CH2:14][N:15]([CH3:18])[CH2:16][CH2:17]1)=[O:11]. The catalyst class is: 15. Reactant: [NH:1]1[C:9]2[C:4](=[CH:5][CH:6]=[CH:7][CH:8]=2)[CH:3]=[C:2]1[C:10]([N:12]1[CH2:17][CH2:16][N:15]([CH3:18])[CH2:14][CH2:13]1)=[O:11].[Br:19]Br.O.[OH-].[Na+]. (3) Reactant: [OH:1][CH2:2][CH2:3][O:4][C:5]1[CH:10]=[CH:9][C:8]([C:11]2[O:15][C:14]([C:16]([NH2:18])=O)=[N:13][C:12]=2[C:19]2[CH:24]=[CH:23][C:22]([O:25][CH3:26])=[CH:21][CH:20]=2)=[CH:7][CH:6]=1.N1C=CC=CC=1.FC(F)(F)C(OC(=O)C(F)(F)F)=O. Product: [OH:1][CH2:2][CH2:3][O:4][C:5]1[CH:6]=[CH:7][C:8]([C:11]2[O:15][C:14]([C:16]#[N:18])=[N:13][C:12]=2[C:19]2[CH:20]=[CH:21][C:22]([O:25][CH3:26])=[CH:23][CH:24]=2)=[CH:9][CH:10]=1. The catalyst class is: 4.